This data is from NCI-60 drug combinations with 297,098 pairs across 59 cell lines. The task is: Regression. Given two drug SMILES strings and cell line genomic features, predict the synergy score measuring deviation from expected non-interaction effect. Drug 1: C1=CN(C(=O)N=C1N)C2C(C(C(O2)CO)O)O.Cl. Drug 2: C1CC(=O)NC(=O)C1N2C(=O)C3=CC=CC=C3C2=O. Cell line: SW-620. Synergy scores: CSS=36.2, Synergy_ZIP=-2.99, Synergy_Bliss=1.50, Synergy_Loewe=-36.8, Synergy_HSA=1.90.